Dataset: Forward reaction prediction with 1.9M reactions from USPTO patents (1976-2016). Task: Predict the product of the given reaction. (1) Given the reactants [F:1][C:2]1[CH:3]=[CH:4][C:5]([C:8]2[N:12]=[C:11]([C:13]3[CH:18]=[C:17]([N+:19]([O-])=O)[CH:16]=[C:15]([C:22]#[N:23])[CH:14]=3)[O:10][N:9]=2)=[N:6][CH:7]=1.C(=O)([O-])[O-].[K+].[K+].[CH2:30](I)[CH3:31], predict the reaction product. The product is: [F:1][C:2]1[CH:3]=[CH:4][C:5]([C:8]2[N:12]=[C:11]([C:13]3[CH:18]=[C:17]([NH:19][CH2:30][CH3:31])[CH:16]=[C:15]([C:22]#[N:23])[CH:14]=3)[O:10][N:9]=2)=[N:6][CH:7]=1. (2) Given the reactants [CH:1]1[CH:6]=[N+:5]([C@@H:7]2[O:11][C@H:10]([CH2:12][O:13][P:14]([O:17][P:18]([O:21][CH2:22][C@H:23]3[O:27][C@@H:26]([N:28]4[C:32]5[N:33]=[CH:34][N:35]=[C:36]([NH2:37])[C:31]=5[N:30]=[CH:29]4)[C@H:25]([OH:38])[C@@H:24]3[OH:39])([OH:20])=[O:19])([O-:16])=[O:15])[C@@H:9]([OH:40])[C@H:8]2[OH:41])[CH:4]=[C:3]([C:42]([NH2:44])=[O:43])[CH:2]=1.[Cl-].[K+].[O-]S([O-])(=O)=O.[Mg+2].C[C@@H]([C@@H]1[C@@]2(C)[C@@H](O)C[C@@H]3[C@@]4(C)CC[C@@H](O)C[C@H]4C[C@@H](O)[C@H]3[C@@H]2CC1)CCC(NCCS([O-])(=O)=O)=O.[Na+], predict the reaction product. The product is: [CH:34]1[N:35]=[C:36]([NH2:37])[C:31]2[N:30]=[CH:29][N:28]([C@@H:26]3[O:27][C@H:23]([CH2:22][O:21][P:18]([O:17][P:14]([O:13][CH2:12][C@H:10]4[O:11][C@@H:7]([N:5]5[CH:4]=[C:3]([C:42]([NH2:44])=[O:43])[CH2:2][CH:1]=[CH:6]5)[C@H:8]([OH:41])[C@@H:9]4[OH:40])([OH:16])=[O:15])([OH:20])=[O:19])[C@@H:24]([OH:39])[C@H:25]3[OH:38])[C:32]=2[N:33]=1. (3) Given the reactants [CH3:1][C@:2]1([OH:33])[C@@H:16]2[C:11](=[C:12]([OH:31])[C@:13]3([OH:30])[C:21](=[O:22])[C:20]([C:23]([NH2:25])=[O:24])=[C:19]([OH:26])[C@@H:18]([N:27]([CH3:29])[CH3:28])[C@@H:14]3[C@H:15]2[OH:17])[C:9](=[O:10])[C:8]2[C:7]([OH:32])=[CH:6][CH:5]=[CH:4][C:3]1=2.[CH3:34][C:35]1[C:40]([NH:41][C:42]2[N:47]=[CH:46][CH:45]=[CH:44][C:43]=2[C:48]([OH:50])=[O:49])=[CH:39][CH:38]=[CH:37][C:36]=1[C:51]([F:54])([F:53])[F:52], predict the reaction product. The product is: [CH3:1][C@:2]1([OH:33])[C@@H:16]2[C:11](=[C:12]([OH:31])[C@:13]3([OH:30])[C:21](=[O:22])[C:20]([C:23]([NH2:25])=[O:24])=[C:19]([OH:26])[C@@H:18]([N:27]([CH3:29])[CH3:28])[C@@H:14]3[C@H:15]2[OH:17])[C:9](=[O:10])[C:8]2[C:7]([OH:32])=[CH:6][CH:5]=[CH:4][C:3]1=2.[CH3:34][C:35]1[C:40]([NH:41][C:42]2[N:47]=[CH:46][CH:45]=[CH:44][C:43]=2[C:48]([OH:50])=[O:49])=[CH:39][CH:38]=[CH:37][C:36]=1[C:51]([F:53])([F:52])[F:54]. (4) Given the reactants [OH:1][C:2]1[CH:3]=[CH:4][C:5]2[CH2:12][CH:11]3[C:13](=[O:14])[CH:8]([CH2:9][CH2:10]3)[CH2:7][C:6]=2[CH:15]=1.C([O-])([O-])=O.[K+].[K+].[CH2:22](Br)[C:23]1[CH:28]=[CH:27][CH:26]=[CH:25][CH:24]=1, predict the reaction product. The product is: [CH2:22]([O:1][C:2]1[CH:3]=[CH:4][C:5]2[CH2:12][CH:11]3[C:13](=[O:14])[CH:8]([CH2:9][CH2:10]3)[CH2:7][C:6]=2[CH:15]=1)[C:23]1[CH:28]=[CH:27][CH:26]=[CH:25][CH:24]=1. (5) Given the reactants [F:1][C:2]([C:15]1[CH:16]=[N:17][N:18]([CH3:22])[C:19](=[O:21])[CH:20]=1)(C(OCC)=O)[C:3]([O:5][C:6](C)(C)[CH3:7])=[O:4].C(=O)(O)[O-].[Na+], predict the reaction product. The product is: [F:1][CH:2]([C:15]1[CH:16]=[N:17][N:18]([CH3:22])[C:19](=[O:21])[CH:20]=1)[C:3]([O:5][CH2:6][CH3:7])=[O:4].